Dataset: Full USPTO retrosynthesis dataset with 1.9M reactions from patents (1976-2016). Task: Predict the reactants needed to synthesize the given product. (1) The reactants are: [NH2:1][C:2]1[CH:7]=[CH:6][CH:5]=[CH:4][C:3]=1[S:8]([NH2:11])(=[O:10])=[O:9].[F:12][C:13]1[C:18]([F:19])=[CH:17][CH:16]=[CH:15][C:14]=1[S:20](Cl)(=[O:22])=[O:21]. Given the product [F:12][C:13]1[C:18]([F:19])=[CH:17][CH:16]=[CH:15][C:14]=1[S:20]([NH:1][C:2]1[CH:7]=[CH:6][CH:5]=[CH:4][C:3]=1[S:8](=[O:9])(=[O:10])[NH2:11])(=[O:22])=[O:21], predict the reactants needed to synthesize it. (2) Given the product [ClH:41].[NH2:8][CH2:9][CH2:10][CH2:11][CH2:12][C@H:13]([NH:21][C:22]([NH:24][C@@H:25]([C:33](=[O:40])[NH:34][CH2:35][CH2:36][CH:37]([CH3:38])[CH3:39])[CH2:26][C:27]1[CH:28]=[CH:29][CH:30]=[CH:31][CH:32]=1)=[O:23])[C:14]([OH:16])=[O:15], predict the reactants needed to synthesize it. The reactants are: C(OC([NH:8][CH2:9][CH2:10][CH2:11][CH2:12][C@H:13]([NH:21][C:22]([NH:24][C@@H:25]([C:33](=[O:40])[NH:34][CH2:35][CH2:36][CH:37]([CH3:39])[CH3:38])[CH2:26][C:27]1[CH:32]=[CH:31][CH:30]=[CH:29][CH:28]=1)=[O:23])[C:14]([O:16]C(C)(C)C)=[O:15])=O)(C)(C)C.[Cl:41]CCl.C(O)(C(F)(F)F)=O.